Dataset: NCI-60 drug combinations with 297,098 pairs across 59 cell lines. Task: Regression. Given two drug SMILES strings and cell line genomic features, predict the synergy score measuring deviation from expected non-interaction effect. Drug 1: CC12CCC(CC1=CCC3C2CCC4(C3CC=C4C5=CN=CC=C5)C)O. Drug 2: CN1CCC(CC1)COC2=C(C=C3C(=C2)N=CN=C3NC4=C(C=C(C=C4)Br)F)OC. Cell line: HL-60(TB). Synergy scores: CSS=-3.06, Synergy_ZIP=6.42, Synergy_Bliss=11.7, Synergy_Loewe=2.40, Synergy_HSA=3.30.